From a dataset of Peptide-MHC class I binding affinity with 185,985 pairs from IEDB/IMGT. Regression. Given a peptide amino acid sequence and an MHC pseudo amino acid sequence, predict their binding affinity value. This is MHC class I binding data. (1) The peptide sequence is IICEDAMYYA. The MHC is HLA-A02:03 with pseudo-sequence HLA-A02:03. The binding affinity (normalized) is 0.568. (2) The peptide sequence is VFSPFGYSF. The MHC is HLA-B57:01 with pseudo-sequence HLA-B57:01. The binding affinity (normalized) is 0.0847. (3) The peptide sequence is NIPELKHGLL. The MHC is HLA-A68:02 with pseudo-sequence HLA-A68:02. The binding affinity (normalized) is 0.574. (4) The peptide sequence is MMVILPDKI. The MHC is HLA-A02:01 with pseudo-sequence HLA-A02:01. The binding affinity (normalized) is 0.530. (5) The MHC is Patr-A0301 with pseudo-sequence Patr-A0301. The peptide sequence is FPCWWLQFR. The binding affinity (normalized) is 0.0397. (6) The peptide sequence is HLASTDQLK. The MHC is HLA-A11:01 with pseudo-sequence HLA-A11:01. The binding affinity (normalized) is 0.119. (7) The peptide sequence is KRMMIRYCL. The MHC is HLA-A02:06 with pseudo-sequence HLA-A02:06. The binding affinity (normalized) is 0.468. (8) The peptide sequence is LSSIGIPAY. The MHC is HLA-B15:01 with pseudo-sequence HLA-B15:01. The binding affinity (normalized) is 0.472. (9) The peptide sequence is ILLITAIFAV. The MHC is HLA-A02:03 with pseudo-sequence HLA-A02:03. The binding affinity (normalized) is 0.574.